Predict the reactants needed to synthesize the given product. From a dataset of Retrosynthesis with 50K atom-mapped reactions and 10 reaction types from USPTO. Given the product O=c1cc(N2CCN(Cc3ccccc3O)CC2)nc[nH]1, predict the reactants needed to synthesize it. The reactants are: O=Cc1ccccc1O.O=c1cc(N2CCNCC2)nc[nH]1.